The task is: Regression. Given a peptide amino acid sequence and an MHC pseudo amino acid sequence, predict their binding affinity value. This is MHC class II binding data.. This data is from Peptide-MHC class II binding affinity with 134,281 pairs from IEDB. (1) The binding affinity (normalized) is 0.0802. The MHC is HLA-DQA10501-DQB10301 with pseudo-sequence HLA-DQA10501-DQB10301. The peptide sequence is FLLYVVVVDLPTHIA. (2) The peptide sequence is EKKYFAYTQFEPLAA. The binding affinity (normalized) is 1.00. The MHC is HLA-DPA10103-DPB10601 with pseudo-sequence HLA-DPA10103-DPB10601. (3) The peptide sequence is APWLDLVRKLGVLAG. The MHC is DRB1_0405 with pseudo-sequence DRB1_0405. The binding affinity (normalized) is 0.822. (4) The peptide sequence is EGKPTEKHIQIRSTN. The MHC is DRB1_1501 with pseudo-sequence DRB1_1501. The binding affinity (normalized) is 0.201. (5) The binding affinity (normalized) is 0.348. The peptide sequence is ISAYTPWAILPSVVGFWI. The MHC is DRB5_0101 with pseudo-sequence DRB5_0101.